From a dataset of Catalyst prediction with 721,799 reactions and 888 catalyst types from USPTO. Predict which catalyst facilitates the given reaction. (1) Reactant: [Cl:1][C:2]1[CH:3]=[C:4]([C:9]2[CH2:13][C:12]([CH3:19])([C:14]([O:16]CC)=[O:15])[O:11][N:10]=2)[CH:5]=[C:6]([Cl:8])[CH:7]=1.[OH-].[Na+].C(OCC)(=O)C. Product: [Cl:1][C:2]1[CH:3]=[C:4]([C:9]2[CH2:13][C:12]([CH3:19])([C:14]([OH:16])=[O:15])[O:11][N:10]=2)[CH:5]=[C:6]([Cl:8])[CH:7]=1. The catalyst class is: 8. (2) Reactant: [C:1]1([C:7]2[N:11]3[CH2:12][S:13][CH2:14][C:10]3=[CH:9][C:8]=2[C:15]([OH:17])=O)[CH:6]=[CH:5][CH:4]=[CH:3][CH:2]=1.Cl.[C:19]([C:21]1[CH:22]=[C:23]([N:27]2[CH2:32][CH2:31][NH:30][CH2:29][CH2:28]2)[CH:24]=[CH:25][CH:26]=1)#[N:20].Cl.CN(C)CCCN=C=NCC.O.ON1C2C=CC=CC=2N=N1. Product: [C:19]([C:21]1[CH:22]=[C:23]([N:27]2[CH2:32][CH2:31][N:30]([C:15]([C:8]3[CH:9]=[C:10]4[CH2:14][S:13][CH2:12][N:11]4[C:7]=3[C:1]3[CH:2]=[CH:3][CH:4]=[CH:5][CH:6]=3)=[O:17])[CH2:29][CH2:28]2)[CH:24]=[CH:25][CH:26]=1)#[N:20]. The catalyst class is: 236. (3) Reactant: [CH:1]([C:4]1[C:9]2[N:10]=[C:11]([NH2:13])[S:12][C:8]=2[C:7]([CH3:14])=[C:6]([S:15][C:16]#[N:17])[CH:5]=1)([CH3:3])[CH3:2].Cl[C:19]([O:21][CH3:22])=[O:20].O.CCOC(C)=O. Product: [CH3:22][O:21][C:19]([NH:13][C:11]1[S:12][C:8]2[C:7]([CH3:14])=[C:6]([S:15][C:16]#[N:17])[CH:5]=[C:4]([CH:1]([CH3:3])[CH3:2])[C:9]=2[N:10]=1)=[O:20]. The catalyst class is: 202. (4) Product: [NH2:13][C:12]1[C:6]2[CH:7]=[N:8][C:9]3[CH:10]=[CH:11][C:2]([F:1])=[CH:3][C:4]=3[C:5]=2[S:14][C:21]=1[C:20]([C:19]1[CH:24]=[CH:25][C:16]([F:15])=[CH:17][CH:18]=1)=[O:23]. Reactant: [F:1][C:2]1[CH:3]=[C:4]2[C:9](=[CH:10][CH:11]=1)[N:8]=[CH:7][C:6]([C:12]#[N:13])=[C:5]2[SH:14].[F:15][C:16]1[CH:25]=[CH:24][C:19]([C:20](=[O:23])[CH2:21]Br)=[CH:18][CH:17]=1.[OH-].[Na+]. The catalyst class is: 5. (5) Reactant: C(O[C:6]([N:8]1[CH2:13][CH2:12][N:11]([C:14]([O:16][C:17]([CH3:20])([CH3:19])[CH3:18])=[O:15])[CH2:10][CH:9]1[C:21]([OH:23])=O)=[O:7])(C)(C)C.B.C1COCC1.[H-].[Na+]. Product: [O:7]=[C:6]1[N:8]2[CH2:13][CH2:12][N:11]([C:14]([O:16][C:17]([CH3:18])([CH3:19])[CH3:20])=[O:15])[CH2:10][CH:9]2[CH2:21][O:23]1. The catalyst class is: 1. (6) Reactant: Cl[C:2]1[CH:7]=[C:6]([Cl:8])[N:5]=[CH:4][N:3]=1.CCN(C(C)C)C(C)C.[CH3:18][N:19]([CH3:24])[CH2:20][CH2:21][CH2:22][NH2:23].O. Product: [Cl:8][C:6]1[N:5]=[CH:4][N:3]=[C:2]([NH:23][CH2:22][CH2:21][CH2:20][N:19]([CH3:24])[CH3:18])[CH:7]=1. The catalyst class is: 41.